Dataset: Forward reaction prediction with 1.9M reactions from USPTO patents (1976-2016). Task: Predict the product of the given reaction. (1) Given the reactants [CH3:1][CH:2]([CH3:38])[CH:3]([NH:11][C:12](=[O:37])[CH2:13][N:14]1[C:19](=[O:20])[C:18]([NH:21]C(=O)CC2C=CC=CC=2)=[CH:17][N:16]=[C:15]1[C:31]1[CH:36]=[CH:35][CH:34]=[CH:33][CH:32]=1)[C:4]([C:6]1[S:7][CH:8]=[CH:9][N:10]=1)=[O:5].CCC(COC(C(N(CC[NH+](C)C)C)=O)(C1C=CC=CC=1)C1C=CC=CC=1)CC.[Cl-].CC1(C)S[C@@H]2[C@H](NC(CC3C=CC=CC=3)=O)C(=O)N2[C@H]1C([O-])=O.[K+], predict the reaction product. The product is: [CH3:1][CH:2]([CH3:38])[CH:3]([NH:11][C:12](=[O:37])[CH2:13][N:14]1[C:19](=[O:20])[C:18]([NH2:21])=[CH:17][N:16]=[C:15]1[C:31]1[CH:36]=[CH:35][CH:34]=[CH:33][CH:32]=1)[C:4]([C:6]1[S:7][CH:8]=[CH:9][N:10]=1)=[O:5]. (2) Given the reactants [F:1][C:2]1[CH:3]=[C:4]([C:8]2[C:16]3[O:15][CH:14]([CH2:17][NH2:18])[CH2:13][C:12]=3[CH:11]=[CH:10][CH:9]=2)[CH:5]=[CH:6][CH:7]=1.C(N(C(C)C)CC)(C)C.Cl[C:29]([O:31][CH2:32][C:33]1[CH:38]=[CH:37][CH:36]=[CH:35][CH:34]=1)=[O:30].C1(C2C3OC(CNC(=O)OCC4C=CC=CC=4)CC=3C=CC=2)CCCC1, predict the reaction product. The product is: [CH2:32]([O:31][C:29](=[O:30])[NH:18][CH2:17][CH:14]1[CH2:13][C:12]2[CH:11]=[CH:10][CH:9]=[C:8]([C:4]3[CH:5]=[CH:6][CH:7]=[C:2]([F:1])[CH:3]=3)[C:16]=2[O:15]1)[C:33]1[CH:38]=[CH:37][CH:36]=[CH:35][CH:34]=1. (3) Given the reactants [CH2:1]([O:3][C:4](=[O:22])[CH2:5][C:6]1[CH:11]=[CH:10][C:9]([NH:12][C:13](=[O:21])[C:14]2[CH:19]=[CH:18][CH:17]=[CH:16][C:15]=2[NH2:20])=[CH:8][CH:7]=1)[CH3:2].Cl[C:24](Cl)([O:26]C(=O)OC(Cl)(Cl)Cl)Cl.CCN(C(C)C)C(C)C, predict the reaction product. The product is: [CH2:1]([O:3][C:4](=[O:22])[CH2:5][C:6]1[CH:7]=[CH:8][C:9]([N:12]2[C:13](=[O:21])[C:14]3[C:15](=[CH:16][CH:17]=[CH:18][CH:19]=3)[NH:20][C:24]2=[O:26])=[CH:10][CH:11]=1)[CH3:2]. (4) The product is: [O:21]=[C:15]1[CH:14]([N:7]2[C:6](=[O:22])[C:5]3[C:9](=[CH:10][CH:11]=[CH:12][C:4]=3[CH2:3][NH:2][C:37](=[O:38])[C:36]3[CH:40]=[CH:41][CH:42]=[C:34]([C:33]([F:32])([F:43])[F:44])[CH:35]=3)[C:8]2=[O:13])[CH2:19][CH2:18][C:17](=[O:20])[NH:16]1. Given the reactants Cl.[NH2:2][CH2:3][C:4]1[CH:12]=[CH:11][CH:10]=[C:9]2[C:5]=1[C:6](=[O:22])[N:7]([CH:14]1[CH2:19][CH2:18][C:17](=[O:20])[NH:16][C:15]1=[O:21])[C:8]2=[O:13].C(N(C(C)C)CC)(C)C.[F:32][C:33]([F:44])([F:43])[C:34]1[CH:35]=[C:36]([CH:40]=[CH:41][CH:42]=1)[C:37](Cl)=[O:38], predict the reaction product. (5) The product is: [CH2:23]([N:30]([CH3:31])[C:2]1[C:3]([C:16]2[CH:21]=[CH:20][C:19]([F:22])=[CH:18][CH:17]=2)=[N:4][C:5]2[C:10]([N:11]=1)=[CH:9][C:8]([C:12]([O:14][CH3:15])=[O:13])=[CH:7][CH:6]=2)[C:24]1[CH:29]=[CH:28][CH:27]=[CH:26][CH:25]=1. Given the reactants Cl[C:2]1[C:3]([C:16]2[CH:21]=[CH:20][C:19]([F:22])=[CH:18][CH:17]=2)=[N:4][C:5]2[C:10]([N:11]=1)=[CH:9][C:8]([C:12]([O:14][CH3:15])=[O:13])=[CH:7][CH:6]=2.[CH2:23]([NH:30][CH3:31])[C:24]1[CH:29]=[CH:28][CH:27]=[CH:26][CH:25]=1.CCN(C(C)C)C(C)C, predict the reaction product.